From a dataset of PAMPA (Parallel Artificial Membrane Permeability Assay) permeability data from NCATS. Regression/Classification. Given a drug SMILES string, predict its absorption, distribution, metabolism, or excretion properties. Task type varies by dataset: regression for continuous measurements (e.g., permeability, clearance, half-life) or binary classification for categorical outcomes (e.g., BBB penetration, CYP inhibition). Dataset: pampa_ncats. (1) The compound is CC1=CC(=NC(=C1)NC(=S)N2CCN(CC2)C3=CC4=NSN=C4C=C3)C. The result is 1 (high permeability). (2) The molecule is C1CN(CCC12C(=O)N(CN2C3=CC=CC=C3)CC4=CC(=CC=C4)F)CCCC(=O)C5=CC=C(C=C5)F. The result is 1 (high permeability). (3) The compound is C1=CC(=CC(=C1)S(=O)(=O)C2=CC=C(C=C2)CNC(=O)C3=CN=C4C(=C3)C=NN4)C(F)(F)F. The result is 1 (high permeability). (4) The molecule is CCOC1=C(C=C(C=C1)CCNC(=O)C2=CC3=C(N2CC4=CC=CC(=C4)C)C=CC=N3)OCC. The result is 1 (high permeability).